From a dataset of Forward reaction prediction with 1.9M reactions from USPTO patents (1976-2016). Predict the product of the given reaction. Given the reactants C(O[BH-](OC(=O)C)OC(=O)C)(=O)C.[Na+].[C:15]([O:19][C:20](=[O:62])[N:21]([CH:49]1[CH2:54][CH2:53][N:52]([CH2:55][C:56]2[CH:61]=[CH:60][CH:59]=[CH:58][CH:57]=2)[CH2:51][CH2:50]1)[CH2:22][C:23]1[N:24]=[C:25]([CH:47]=O)[N:26]([C:28]([C:41]2[CH:46]=[CH:45][CH:44]=[CH:43][CH:42]=2)([C:35]2[CH:40]=[CH:39][CH:38]=[CH:37][CH:36]=2)[C:29]2[CH:34]=[CH:33][CH:32]=[CH:31][CH:30]=2)[CH:27]=1)([CH3:18])([CH3:17])[CH3:16].[CH3:63][NH:64][CH3:65].C(=O)([O-])[O-].[K+].[K+], predict the reaction product. The product is: [CH2:55]([N:52]1[CH2:51][CH2:50][CH:49]([N:21]([CH2:22][C:23]2[N:24]=[C:25]([CH2:47][N:64]([CH3:65])[CH3:63])[N:26]([C:28]([C:29]3[CH:30]=[CH:31][CH:32]=[CH:33][CH:34]=3)([C:41]3[CH:42]=[CH:43][CH:44]=[CH:45][CH:46]=3)[C:35]3[CH:40]=[CH:39][CH:38]=[CH:37][CH:36]=3)[CH:27]=2)[C:20](=[O:62])[O:19][C:15]([CH3:16])([CH3:18])[CH3:17])[CH2:54][CH2:53]1)[C:56]1[CH:57]=[CH:58][CH:59]=[CH:60][CH:61]=1.